From a dataset of Reaction yield outcomes from USPTO patents with 853,638 reactions. Predict the reaction yield, written as a fraction of the theoretical maximum amount of product (1.0 means a 100% yield; for example, 0.34 means a 34% yield). The reactants are [CH3:1][C:2]1[N:11]([CH:12]2[CH2:17][CH2:16][N:15](C(=O)C)[CH2:14][CH2:13]2)[C:5]2[CH:6]=[N:7][C:8]([CH3:10])=[CH:9][C:4]=2[N:3]=1.Cl. The catalyst is C(O)C. The product is [CH3:1][C:2]1[N:11]([CH:12]2[CH2:17][CH2:16][NH:15][CH2:14][CH2:13]2)[C:5]2[CH:6]=[N:7][C:8]([CH3:10])=[CH:9][C:4]=2[N:3]=1. The yield is 0.770.